From a dataset of Catalyst prediction with 721,799 reactions and 888 catalyst types from USPTO. Predict which catalyst facilitates the given reaction. Reactant: [OH-].[Li+].OO.C([C@H]1COC(=O)N1[C:18](=[O:38])[C@@H:19]([O:28][C:29]1[CH:34]=[CH:33][C:32]([CH:35]([CH3:37])[CH3:36])=[CH:31][CH:30]=1)[CH2:20][C:21]1[CH:26]=[CH:25][C:24]([OH:27])=[CH:23][CH:22]=1)C1C=CC=CC=1.S(S([O-])=O)([O-])=[O:40].[Na+].[Na+]. Product: [OH:27][C:24]1[CH:23]=[CH:22][C:21]([CH2:20][C@H:19]([O:28][C:29]2[CH:30]=[CH:31][C:32]([CH:35]([CH3:36])[CH3:37])=[CH:33][CH:34]=2)[C:18]([OH:38])=[O:40])=[CH:26][CH:25]=1. The catalyst class is: 364.